From a dataset of Reaction yield outcomes from USPTO patents with 853,638 reactions. Predict the reaction yield, written as a fraction of the theoretical maximum amount of product (1.0 means a 100% yield; for example, 0.34 means a 34% yield). (1) The reactants are [F:1][C:2]1[CH:7]=[CH:6][C:5]([C:8]2[CH:12]=[CH:11][NH:10][N:9]=2)=[CH:4][CH:3]=1.[Br:13]Br. The catalyst is C(O)(=O)C. The product is [Br:13][C:12]1[C:8]([C:5]2[CH:4]=[CH:3][C:2]([F:1])=[CH:7][CH:6]=2)=[N:9][NH:10][CH:11]=1. The yield is 0.980. (2) The reactants are Br[C:2]1[CH:3]=[CH:4][C:5]([C:9]2[N:13]=[CH:12][N:11](C(OC(C)(C)C)=O)[N:10]=2)=[N:6][C:7]=1[CH3:8].[CH:21]([N:24]1[C:29]2=[N:30][C:31](B3OC(C)(C)C(C)(C)O3)=[CH:32][N:33]=[C:28]2[NH:27][CH2:26][C:25]1=[O:43])([CH3:23])[CH3:22].C(=O)([O-])[O-].[Na+].[Na+]. The catalyst is CC(N(C)C)=O.O.C1C=CC([P]([Pd]([P](C2C=CC=CC=2)(C2C=CC=CC=2)C2C=CC=CC=2)([P](C2C=CC=CC=2)(C2C=CC=CC=2)C2C=CC=CC=2)[P](C2C=CC=CC=2)(C2C=CC=CC=2)C2C=CC=CC=2)(C2C=CC=CC=2)C2C=CC=CC=2)=CC=1. The product is [CH:21]([N:24]1[C:29]2=[N:30][C:31]([C:2]3[C:7]([CH3:8])=[N:6][C:5]([C:9]4[NH:13][CH:12]=[N:11][N:10]=4)=[CH:4][CH:3]=3)=[CH:32][N:33]=[C:28]2[NH:27][CH2:26][C:25]1=[O:43])([CH3:23])[CH3:22]. The yield is 0.410. (3) The reactants are [CH3:1][C:2]1[C:7]([N+:8]([O-:10])=[O:9])=[C:6]([CH3:11])[N:5]=[C:4]([OH:12])[N:3]=1.C(=O)([O-])[O-].[K+].[K+].Br[CH2:20][C:21]([O:23][CH2:24][CH3:25])=[O:22]. The catalyst is CC(C)=O. The product is [CH3:11][C:6]1[C:7]([N+:8]([O-:10])=[O:9])=[C:2]([CH3:1])[N:3]=[C:4]([O:12][CH2:20][C:21]([O:23][CH2:24][CH3:25])=[O:22])[N:5]=1. The yield is 0.450. (4) No catalyst specified. The yield is 0.600. The reactants are [CH3:1][O:2][CH2:3][O:4][C@H:5]1[CH2:9][CH2:8][N:7]([CH2:10][C@H:11]([C:13]2[CH:18]=[CH:17][CH:16]=[CH:15][CH:14]=2)O)[CH2:6]1.COCO[C@H]1CCN([C@H](C2C=CC=CC=2)CO)C1.[CH3:37][NH:38][C:39]1[CH:48]=[CH:47][C:42]([C:43]([O:45][CH3:46])=[O:44])=[CH:41][N:40]=1. The product is [CH3:1][O:2][CH2:3][O:4][C@H:5]1[CH2:9][CH2:8][N:7]([CH2:10][C@@H:11]([N:38]([C:39]2[CH:48]=[CH:47][C:42]([C:43]([O:45][CH3:46])=[O:44])=[CH:41][N:40]=2)[CH3:37])[C:13]2[CH:18]=[CH:17][CH:16]=[CH:15][CH:14]=2)[CH2:6]1. (5) The reactants are C([N:8]1[C:12]([NH:13][CH:14]2[CH2:19][CH2:18][CH:17]([O:20][Si:21]([C:24]([CH3:27])([CH3:26])[CH3:25])([CH3:23])[CH3:22])[CH2:16][CH2:15]2)=[CH:11][N:10]=[N:9]1)C1C=CC=CC=1.C([O-])=O.[NH4+].C(O)(=O)C. The catalyst is [C].[Pd].CO. The product is [Si:21]([O:20][CH:17]1[CH2:18][CH2:19][CH:14]([NH:13][C:12]2[NH:8][N:9]=[N:10][CH:11]=2)[CH2:15][CH2:16]1)([C:24]([CH3:27])([CH3:26])[CH3:25])([CH3:23])[CH3:22]. The yield is 0.650. (6) The reactants are [CH3:1][O:2][C:3]1[CH:8]=[CH:7][C:6]([C:9]2[N:10]=[C:11]([NH2:22])[S:12][C:13]=2[CH2:14][CH2:15][C:16]2[CH:21]=[CH:20][CH:19]=[CH:18][CH:17]=2)=[CH:5][CH:4]=1.[CH3:23][O:24][C:25]1[CH:26]=[C:27]([CH:31]=[CH:32][C:33]=1[O:34][CH3:35])[C:28](Cl)=[O:29]. No catalyst specified. The product is [CH3:23][O:24][C:25]1[CH:26]=[C:27]([CH:31]=[CH:32][C:33]=1[O:34][CH3:35])[C:28]([NH:22][C:11]1[S:12][C:13]([CH2:14][CH2:15][C:16]2[CH:17]=[CH:18][CH:19]=[CH:20][CH:21]=2)=[C:9]([C:6]2[CH:5]=[CH:4][C:3]([O:2][CH3:1])=[CH:8][CH:7]=2)[N:10]=1)=[O:29]. The yield is 0.764. (7) The reactants are [Cl:1][C:2]1[CH:17]=[CH:16][C:5]([O:6][C:7]2[CH:8]=[C:9]([N+:13]([O-])=O)[CH:10]=[CH:11][CH:12]=2)=[CH:4][C:3]=1[CH2:18][CH3:19].O. The catalyst is C(O)(=O)C.[Zn]. The product is [Cl:1][C:2]1[CH:17]=[CH:16][C:5]([O:6][C:7]2[CH:8]=[C:9]([CH:10]=[CH:11][CH:12]=2)[NH2:13])=[CH:4][C:3]=1[CH2:18][CH3:19]. The yield is 1.00.